Dataset: Forward reaction prediction with 1.9M reactions from USPTO patents (1976-2016). Task: Predict the product of the given reaction. (1) The product is: [Cl:24][C:25]1[CH:30]=[C:29]([Cl:31])[CH:28]=[CH:27][C:26]=1[C:2]1[N:7]=[C:6]([NH:8][CH2:9][CH2:10][NH:11][C:12]2[CH:19]=[CH:18][C:15]([C:16]#[N:17])=[CH:14][N:13]=2)[N:5]2[CH:20]=[C:21]([CH3:23])[N:22]=[C:4]2[CH:3]=1. Given the reactants Cl[C:2]1[N:7]=[C:6]([NH:8][CH2:9][CH2:10][NH:11][C:12]2[CH:19]=[CH:18][C:15]([C:16]#[N:17])=[CH:14][N:13]=2)[N:5]2[CH:20]=[C:21]([CH3:23])[N:22]=[C:4]2[CH:3]=1.[Cl:24][C:25]1[CH:30]=[C:29]([Cl:31])[CH:28]=[CH:27][C:26]=1B(O)O, predict the reaction product. (2) Given the reactants [CH3:1][O:2][C:3]([N:5]1[C@@H:13]2[C@@H:8]([C@@:9]([OH:23])([C:14]#[C:15][C:16]3[CH:17]=[C:18]([CH3:22])[CH:19]=[CH:20][CH:21]=3)[CH2:10][CH2:11][CH2:12]2)[CH2:7][CH2:6]1)=[O:4].[CH3:24][C:25]1[CH:33]=[CH:32][CH:31]=[CH:30][C:26]=1[C:27](O)=[O:28], predict the reaction product. The product is: [CH3:24][C:25]1[CH:33]=[CH:32][CH:31]=[CH:30][C:26]=1[C:27]([O:23][C@@:9]1([C:14]#[C:15][C:16]2[CH:17]=[C:18]([CH3:22])[CH:19]=[CH:20][CH:21]=2)[CH2:10][CH2:11][CH2:12][C@@H:13]2[C@H:8]1[CH2:7][CH2:6][N:5]2[C:3]([O:2][CH3:1])=[O:4])=[O:28]. (3) Given the reactants [N+:1]([C:4]1[CH:5]=[N:6][N:7]([CH2:9][CH2:10][N:11]2[C:19]3[C:14](=[CH:15][CH:16]=[CH:17][CH:18]=3)[CH2:13][CH2:12]2)[CH:8]=1)([O-])=O, predict the reaction product. The product is: [N:11]1([CH2:10][CH2:9][N:7]2[CH:8]=[C:4]([NH2:1])[CH:5]=[N:6]2)[C:19]2[C:14](=[CH:15][CH:16]=[CH:17][CH:18]=2)[CH2:13][CH2:12]1.